The task is: Predict which catalyst facilitates the given reaction.. This data is from Catalyst prediction with 721,799 reactions and 888 catalyst types from USPTO. (1) Reactant: Cl.P(O)(O)(O)=O.[CH3:7][C:8]1[N:9]([CH2:13][CH2:14][C:15]([C:25]2[CH:30]=[CH:29][CH:28]=[CH:27][CH:26]=2)([C:19]2[CH:24]=[CH:23][CH:22]=[CH:21][CH:20]=2)[C:16]([NH2:18])=[O:17])[CH:10]=[CH:11][N:12]=1.C. Product: [CH3:7][C:8]1[N:9]([CH2:13][CH2:14][C:15]([C:25]2[CH:26]=[CH:27][CH:28]=[CH:29][CH:30]=2)([C:19]2[CH:20]=[CH:21][CH:22]=[CH:23][CH:24]=2)[C:16]([NH2:18])=[O:17])[CH:10]=[CH:11][N:12]=1. The catalyst class is: 6. (2) Reactant: [S:1]1[C:5]2[CH:6]=[CH:7][CH:8]=[CH:9][C:4]=2[NH:3][CH2:2]1.C(N(CC)CC)C.[Cl:17][C:18]1[CH:19]=[C:20]([CH:24]=[C:25]([Cl:29])[C:26]=1[O:27][CH3:28])[C:21](Cl)=[O:22]. Product: [Cl:17][C:18]1[CH:19]=[C:20]([CH:24]=[C:25]([Cl:29])[C:26]=1[O:27][CH3:28])[C:21]([N:3]1[C:4]2[CH:9]=[CH:8][CH:7]=[CH:6][C:5]=2[S:1][CH2:2]1)=[O:22]. The catalyst class is: 22. (3) Reactant: [O:1]=[C:2]1[CH2:10][C:9]2[C:4](=[CH:5][C:6]([C:11]([C:13]3[CH:14]=[C:15]([NH:19][C:20]([C:22]4[N:23]([CH3:27])[N:24]=[CH:25][CH:26]=4)=[O:21])[CH:16]=[CH:17][CH:18]=3)=[O:12])=[CH:7][CH:8]=2)[NH:3]1.[CH:28](OCC)=[O:29].[O-]CC.[Na+].Cl. Product: [OH:29][CH:28]=[C:10]1[C:9]2[C:4](=[CH:5][C:6]([C:11]([C:13]3[CH:14]=[C:15]([NH:19][C:20]([C:22]4[N:23]([CH3:27])[N:24]=[CH:25][CH:26]=4)=[O:21])[CH:16]=[CH:17][CH:18]=3)=[O:12])=[CH:7][CH:8]=2)[NH:3][C:2]1=[O:1]. The catalyst class is: 8. (4) Reactant: [CH2:1]([C:3]1[N:7]([C:8]2[N:16]=[C:15]3[C:11]([N:12]=[C:13]([CH:18]=O)[N:14]3[CH3:17])=[C:10]([N:20]3[CH2:25][CH2:24][O:23][CH2:22][CH2:21]3)[N:9]=2)[C:6]2[CH:26]=[CH:27][CH:28]=[CH:29][C:5]=2[N:4]=1)[CH3:2].[F:30][CH:31]1[CH2:34][N:33]([CH:35]2[CH2:40][CH2:39][NH:38][CH2:37][CH2:36]2)[CH2:32]1.C(O[BH-](OC(=O)C)OC(=O)C)(=O)C.[Na+]. Product: [CH2:1]([C:3]1[N:7]([C:8]2[N:16]=[C:15]3[C:11]([N:12]=[C:13]([CH2:18][N:38]4[CH2:39][CH2:40][CH:35]([N:33]5[CH2:32][CH:31]([F:30])[CH2:34]5)[CH2:36][CH2:37]4)[N:14]3[CH3:17])=[C:10]([N:20]3[CH2:25][CH2:24][O:23][CH2:22][CH2:21]3)[N:9]=2)[C:6]2[CH:26]=[CH:27][CH:28]=[CH:29][C:5]=2[N:4]=1)[CH3:2]. The catalyst class is: 26. (5) Reactant: [CH3:1][O:2][C:3](=[O:18])[C:4]1[CH:9]=[CH:8][C:7]([C:10]([CH3:12])=[CH2:11])=[C:6]([O:13][C:14]([F:17])([F:16])[F:15])[CH:5]=1. Product: [CH3:1][O:2][C:3](=[O:18])[C:4]1[CH:9]=[CH:8][C:7]([CH:10]([CH3:12])[CH3:11])=[C:6]([O:13][C:14]([F:15])([F:16])[F:17])[CH:5]=1. The catalyst class is: 153. (6) Reactant: C[O:2][C:3](=O)[C@@H:4]([N:8]([CH2:22][CH2:23][CH2:24][CH2:25][CH3:26])[S:9]([C:12]1[CH:21]=[CH:20][C:15]([C:16](OC)=[O:17])=[CH:14][CH:13]=1)(=[O:11])=[O:10])[CH2:5][CH:6]=[CH2:7].[H-].[Al+3].[Li+].[H-].[H-].[H-].O.[OH-].[Na+]. Product: [OH:17][CH2:16][C:15]1[CH:20]=[CH:21][C:12]([S:9]([N:8]([C@@H:4]([CH2:5][CH:6]=[CH2:7])[CH2:3][OH:2])[CH2:22][CH2:23][CH2:24][CH2:25][CH3:26])(=[O:11])=[O:10])=[CH:13][CH:14]=1. The catalyst class is: 1. (7) Reactant: C(OC([N:8]1[CH:14]2[CH2:15][CH2:16][CH:9]1[CH2:10][N:11]([C:18]1[CH:19]=[N:20][C:21]([NH:24][C:25]3[N:26]=[CH:27][C:28]4[CH:33]=[C:32]([C:34](=[O:38])[N:35]([CH3:37])[CH3:36])[N:31]([CH:39]5[CH2:43][CH2:42][CH2:41][CH2:40]5)[C:29]=4[N:30]=3)=[CH:22][CH:23]=1)[C:12](=[O:17])[CH2:13]2)=O)(C)(C)C.C(OCC)(=O)C.Cl. Product: [CH3:36][N:35]([CH3:37])[C:34]([C:32]1[N:31]([CH:39]2[CH2:43][CH2:42][CH2:41][CH2:40]2)[C:29]2[N:30]=[C:25]([NH:24][C:21]3[CH:22]=[CH:23][C:18]([N:11]4[C:12](=[O:17])[CH2:13][CH:14]5[NH:8][CH:9]([CH2:16][CH2:15]5)[CH2:10]4)=[CH:19][N:20]=3)[N:26]=[CH:27][C:28]=2[CH:33]=1)=[O:38]. The catalyst class is: 12. (8) The catalyst class is: 34. Product: [N:39]1([C:26]([CH:24]2[CH2:23][CH:22]([CH2:21][C:18]3[CH:19]=[C:20]4[C:10]5([CH2:11][CH2:12][N:8]([C:6]([O:5][C:1]([CH3:2])([CH3:4])[CH3:3])=[O:7])[CH2:9]5)[CH2:13][N:14]([C:29]([O:31][CH2:32][CH2:33][Si:34]([CH3:37])([CH3:36])[CH3:35])=[O:30])[C:15]4=[CH:16][CH:17]=3)[CH2:25]2)=[O:28])[CH2:42][CH2:41][CH2:40]1. Reactant: [C:1]([O:5][C:6]([N:8]1[CH2:12][CH2:11][C:10]2([C:20]3[C:15](=[CH:16][CH:17]=[C:18]([CH2:21][CH:22]4[CH2:25][CH:24]([C:26]([OH:28])=O)[CH2:23]4)[CH:19]=3)[N:14]([C:29]([O:31][CH2:32][CH2:33][Si:34]([CH3:37])([CH3:36])[CH3:35])=[O:30])[CH2:13]2)[CH2:9]1)=[O:7])([CH3:4])([CH3:3])[CH3:2].Cl.[NH:39]1[CH2:42][CH2:41][CH2:40]1.C(N(CC)CC)C.C1CN([P+](ON2N=NC3C=CC=CC2=3)(N2CCCC2)N2CCCC2)CC1.F[P-](F)(F)(F)(F)F.